Dataset: KCNQ2 potassium channel screen with 302,405 compounds. Task: Binary Classification. Given a drug SMILES string, predict its activity (active/inactive) in a high-throughput screening assay against a specified biological target. (1) The compound is S(=O)(=O)(N1CCSC1C(O)=O)c1ccc(cc1)C. The result is 0 (inactive). (2) The molecule is S1C(N(Cc2ccc(cc2)C)C(=O)C1)c1ccc(F)cc1. The result is 0 (inactive). (3) The molecule is S1CC(=Nn2c(nnc12)c1cc(OC)ccc1)c1c(OC)ccc(OC)c1. The result is 0 (inactive). (4) The drug is Clc1ccc(CSC(CNS(=O)(=O)C)(C)C)cc1. The result is 0 (inactive). (5) The drug is Clc1c(c2nc(N3CCOCC3)cc(SC)n2)cccc1. The result is 0 (inactive).